Dataset: Forward reaction prediction with 1.9M reactions from USPTO patents (1976-2016). Task: Predict the product of the given reaction. Given the reactants [S:1]([Cl:5])(Cl)(=[O:3])=[O:2].C(Cl)Cl.C(N(CC)CC)C.[CH3:16][C@H:17]1[O:22][C@@H:21]([CH3:23])[CH2:20][NH:19][CH2:18]1.O, predict the reaction product. The product is: [CH3:23][C@H:21]1[O:22][C@@H:17]([CH3:16])[CH2:18][N:19]([S:1]([Cl:5])(=[O:3])=[O:2])[CH2:20]1.